This data is from Full USPTO retrosynthesis dataset with 1.9M reactions from patents (1976-2016). The task is: Predict the reactants needed to synthesize the given product. (1) Given the product [CH3:11][C:10]1([CH3:29])[N:9]2[C:5](=[N:6][C:7]3[CH:33]=[CH:32][C:31]([C:34]([O:36][CH2:37][C:38]4[CH:39]=[CH:40][CH:41]=[CH:42][CH:43]=4)=[O:35])=[CH:30][C:8]=32)[C:15](=[O:17])[NH:14][CH2:13][CH2:12]1, predict the reactants needed to synthesize it. The reactants are: COC([C:5]1[N:9]([C:10]([CH3:29])([CH2:12][CH2:13][N:14](C(OC(C)(C)C)=O)[C:15]([O:17]C(C)(C)C)=O)[CH3:11])[C:8]2[CH:30]=[C:31]([C:34]([O:36][CH2:37][C:38]3[CH:43]=[CH:42][CH:41]=[CH:40][CH:39]=3)=[O:35])[CH:32]=[CH:33][C:7]=2[N:6]=1)=O.C(O)(C(F)(F)F)=O.C(N(CC)CC)C. (2) Given the product [Br:24][CH:2]([CH:7]1[CH2:12][CH2:11][N:10]([C:13]([O:15][CH2:16][C:17]2[CH:22]=[CH:21][CH:20]=[CH:19][CH:18]=2)=[O:14])[CH2:9][CH2:8]1)[CH2:3][CH2:4][CH:5]=[CH2:6], predict the reactants needed to synthesize it. The reactants are: O[CH:2]([CH:7]1[CH2:12][CH2:11][N:10]([C:13]([O:15][CH2:16][C:17]2[CH:22]=[CH:21][CH:20]=[CH:19][CH:18]=2)=[O:14])[CH2:9][CH2:8]1)[CH2:3][CH2:4][CH:5]=[CH2:6].C(Br)(Br)(Br)[Br:24].C1(P(C2C=CC=CC=2)C2C=CC=CC=2)C=CC=CC=1. (3) Given the product [F:30][C:2]([F:29])([F:1])[C:3]1[CH:4]=[C:5]([CH:22]=[C:23]([C:25]([F:28])([F:27])[F:26])[CH:24]=1)[CH2:6][O:7][CH2:8][C:9]1([C:16]2[CH:21]=[CH:20][CH:19]=[CH:18][CH:17]=2)[CH2:15][CH2:14][CH2:13][N:12]([CH:32]([CH3:34])[CH3:31])[CH2:11][CH2:10]1, predict the reactants needed to synthesize it. The reactants are: [F:1][C:2]([F:30])([F:29])[C:3]1[CH:4]=[C:5]([CH:22]=[C:23]([C:25]([F:28])([F:27])[F:26])[CH:24]=1)[CH2:6][O:7][CH2:8][C:9]1([C:16]2[CH:21]=[CH:20][CH:19]=[CH:18][CH:17]=2)[CH2:15][CH2:14][CH2:13][NH:12][CH2:11][CH2:10]1.[CH3:31][C:32]([CH3:34])=O.C([BH3-])#N.[Na+]. (4) Given the product [CH2:18]([O:25][C:26]([C@@H:27]1[CH2:31][CH2:30][CH2:29][N:28]1[C:7](=[O:9])[C@H:6]([NH:5][S:2]([CH3:1])(=[O:3])=[O:4])[CH2:10][C:11]1[CH:16]=[CH:15][CH:14]=[CH:13][CH:12]=1)=[O:32])[C:19]1[CH:20]=[CH:21][CH:22]=[CH:23][CH:24]=1, predict the reactants needed to synthesize it. The reactants are: [CH3:1][S:2]([NH:5][C@H:6]([CH2:10][C:11]1[CH:16]=[CH:15][CH:14]=[CH:13][CH:12]=1)[C:7]([OH:9])=O)(=[O:4])=[O:3].Cl.[CH2:18]([O:25][C:26](=[O:32])[C@@H:27]1[CH2:31][CH2:30][CH2:29][NH:28]1)[C:19]1[CH:24]=[CH:23][CH:22]=[CH:21][CH:20]=1. (5) Given the product [C:19]([O:18][C:16](=[O:17])[N:7]([CH:8]1[CH2:13][CH2:12][C:11](=[O:14])[NH:10][C:9]1=[O:15])[CH2:1][CH2:2][CH2:3][CH2:4][C:5]#[CH:6])([CH3:22])([CH3:21])[CH3:20], predict the reactants needed to synthesize it. The reactants are: [CH2:1]([NH:7][CH:8]1[CH2:13][CH2:12][C:11](=[O:14])[NH:10][C:9]1=[O:15])[CH2:2][CH2:3][CH2:4][C:5]#[CH:6].[C:16](O[C:16]([O:18][C:19]([CH3:22])([CH3:21])[CH3:20])=[O:17])([O:18][C:19]([CH3:22])([CH3:21])[CH3:20])=[O:17].